From a dataset of Reaction yield outcomes from USPTO patents with 853,638 reactions. Predict the reaction yield, written as a fraction of the theoretical maximum amount of product (1.0 means a 100% yield; for example, 0.34 means a 34% yield). (1) The reactants are [CH3:1][C@@H:2]([C@@H:33]([OH:35])[CH3:34])[C@@H:3]1[O:5][C@H:4]1[CH2:6][C@@H:7]1[C@@H:12]([OH:13])[C@@H:11]([OH:14])[C@H:10]([CH2:15]/[C:16](/[CH3:32])=[CH:17]/[C:18]([O:20][CH2:21][CH2:22][CH2:23][CH2:24][CH2:25][CH2:26][CH2:27][CH2:28][C:29]([OH:31])=[O:30])=[O:19])[O:9][CH2:8]1.[O-2:36].[Ca+2:37]. The catalyst is C(OCC(C)C)(=O)C.O. The product is [CH3:1][C@H:2]([C@H:3]1[C@H:4]([CH2:6][C@H:7]2[CH2:8][O:9][C@@H:10]([CH2:15]/[C:16](/[CH3:32])=[CH:17]/[C:18]([O:20][CH2:21][CH2:22][CH2:23][CH2:24][CH2:25][CH2:26][CH2:27][CH2:28][C:29]([O-:31])=[O:30])=[O:19])[C@H:11]([OH:14])[C@@H:12]2[OH:13])[O:5]1)[C@H:33]([CH3:34])[OH:35].[CH3:1][C@H:2]([C@H:3]1[C@H:4]([CH2:6][C@H:7]2[CH2:8][O:9][C@@H:10]([CH2:15]/[C:16](/[CH3:32])=[CH:17]/[C:18]([O:20][CH2:21][CH2:22][CH2:23][CH2:24][CH2:25][CH2:26][CH2:27][CH2:28][C:29]([O-:31])=[O:30])=[O:19])[C@H:11]([OH:14])[C@@H:12]2[OH:13])[O:5]1)[C@H:33]([CH3:34])[OH:35].[OH2:36].[OH2:5].[Ca+2:37]. The yield is 0.620. (2) The reactants are [CH2:1]([O:3][C:4]1[CH:5]=[C:6]([CH:10]=[CH:11][C:12]=1[O:13][CH2:14][CH3:15])[C:7]([OH:9])=O)[CH3:2].CC[N:18]=[C:19]=[N:20]CCCN(C)C.[CH:27]1[CH:28]=[CH:29][C:30]2N(O)N=[N:33][C:31]=2[CH:32]=1.[O:37]1CCO[CH2:39][CH2:38]1. No catalyst specified. The product is [CH2:1]([O:3][C:4]1[CH:5]=[C:6]([C:7]2[O:9][N:18]=[C:19]([C:27]3[CH:32]=[C:31]4[C:30]([CH2:39][C:38](=[O:37])[NH:33]4)=[CH:29][CH:28]=3)[N:20]=2)[CH:10]=[CH:11][C:12]=1[O:13][CH2:14][CH3:15])[CH3:2]. The yield is 0.500. (3) The reactants are Br[C:2]1[C:3]([C:8]2[C:17]3[C:12](=[CH:13][CH:14]=[CH:15][CH:16]=3)[C:11]([C:18]#[N:19])=[CH:10][CH:9]=2)=[N:4][CH:5]=[N:6][CH:7]=1.[C:20]([O:24][CH3:25])(=[O:23])[CH2:21][SH:22].C(=O)([O-])[O-].[K+].[K+]. The catalyst is CN(C=O)C. The product is [C:18]([C:11]1[C:12]2[C:17](=[CH:16][CH:15]=[CH:14][CH:13]=2)[C:8]([C:3]2[C:2]([S:22][CH2:21][C:20]([O:24][CH3:25])=[O:23])=[CH:7][N:6]=[CH:5][N:4]=2)=[CH:9][CH:10]=1)#[N:19]. The yield is 0.470. (4) The reactants are O[C:2]1([C:23]2[CH:28]=[CH:27][CH:26]=[CH:25][C:24]=2[O:29][CH3:30])[C:6]2[CH:7]=[C:8]([NH:13][C:14](=[O:20])[CH2:15][C:16]([CH3:19])([CH3:18])[CH3:17])[C:9]([CH3:12])=[C:10]([CH3:11])[C:5]=2[O:4][C:3]1([CH3:22])[CH3:21]. The catalyst is C(OCC)(=O)C.CCCCCC. The product is [CH3:30][O:29][C:24]1[CH:25]=[CH:26][CH:27]=[CH:28][C:23]=1[CH:2]1[C:6]2[CH:7]=[C:8]([NH:13][C:14](=[O:20])[CH2:15][C:16]([CH3:18])([CH3:17])[CH3:19])[C:9]([CH3:12])=[C:10]([CH3:11])[C:5]=2[O:4][C:3]1([CH3:22])[CH3:21]. The yield is 0.820. (5) The reactants are [Cl:1][C:2]1[CH:27]=[CH:26][C:5]([O:6][CH2:7][C:8]([N:10]2[CH2:15][C@H:14]([CH3:16])[N:13]([CH2:17][C:18]3[CH:23]=[CH:22][C:21]([F:24])=[CH:20][CH:19]=3)[CH2:12][C@H:11]2[CH3:25])=[O:9])=[C:4]([N+:28]([O-])=O)[CH:3]=1.[H][H]. The catalyst is C(O)C.[Pt]. The product is [NH2:28][C:4]1[CH:3]=[C:2]([Cl:1])[CH:27]=[CH:26][C:5]=1[O:6][CH2:7][C:8]([N:10]1[CH2:15][C@H:14]([CH3:16])[N:13]([CH2:17][C:18]2[CH:19]=[CH:20][C:21]([F:24])=[CH:22][CH:23]=2)[CH2:12][C@H:11]1[CH3:25])=[O:9]. The yield is 0.700. (6) The reactants are [O:1]1[C:5]2([CH2:10][CH2:9][CH:8]([CH2:11][OH:12])[CH2:7][CH2:6]2)[O:4][CH2:3][CH2:2]1.I[CH:14]([CH3:16])[CH3:15]. The catalyst is [Ag-]=O.CCOCC. The product is [CH:14]([O:12][CH2:11][CH:8]1[CH2:9][CH2:10][C:5]2([O:4][CH2:3][CH2:2][O:1]2)[CH2:6][CH2:7]1)([CH3:16])[CH3:15]. The yield is 0.870.